Dataset: Full USPTO retrosynthesis dataset with 1.9M reactions from patents (1976-2016). Task: Predict the reactants needed to synthesize the given product. (1) Given the product [CH3:24][O:23][C:21](=[O:22])[C:20](=[O:25])[CH2:18][C:17]([C:12]1[CH:13]=[N:14][CH:15]=[CH:16][N:11]=1)=[O:19], predict the reactants needed to synthesize it. The reactants are: C[Si]([N-][Si](C)(C)C)(C)C.[Li+].[N:11]1[CH:16]=[CH:15][N:14]=[CH:13][C:12]=1[C:17](=[O:19])[CH3:18].[C:20](OC)(=[O:25])[C:21]([O:23][CH3:24])=[O:22].C(OCC)C. (2) Given the product [F:33][C:2]([F:1])([F:32])[C:3]1[CH:4]=[C:5]([C@H:13]([O:15][C@H:16]2[O:24][CH2:23][C@@H:19]3[CH2:20][N:21]([C:34]4[CH2:38][CH2:37][C:36](=[O:39])[CH:35]=4)[CH2:22][C@H:18]3[C@@H:17]2[C:25]2[CH:26]=[CH:27][C:28]([F:31])=[CH:29][CH:30]=2)[CH3:14])[CH:6]=[C:7]([C:9]([F:12])([F:10])[F:11])[CH:8]=1, predict the reactants needed to synthesize it. The reactants are: [F:1][C:2]([F:33])([F:32])[C:3]1[CH:4]=[C:5]([C@H:13]([O:15][C@H:16]2[O:24][CH2:23][C@@H:19]3[CH2:20][NH:21][CH2:22][C@H:18]3[C@@H:17]2[C:25]2[CH:30]=[CH:29][C:28]([F:31])=[CH:27][CH:26]=2)[CH3:14])[CH:6]=[C:7]([C:9]([F:12])([F:11])[F:10])[CH:8]=1.[C:34]1(=O)[CH2:38][CH2:37][C:36](=[O:39])[CH2:35]1.CC1C=CC(S(O)(=O)=O)=CC=1.C1(C)C=CC=CC=1. (3) The reactants are: [C:1]([C:4]1[CH:9]=[CH:8][CH:7]=[CH:6][CH:5]=1)(=[O:3])[CH3:2].[CH:10]1[C:19]2[C:14](=[CH:15][CH:16]=[CH:17][CH:18]=2)[CH:13]=[CH:12][C:11]=1[C:20]([O:22]C)=O.[H-].[Na+].C([O-])(O)=O.[Na+]. Given the product [CH:10]1[C:19]2[C:14](=[CH:15][CH:16]=[CH:17][CH:18]=2)[CH:13]=[CH:12][C:11]=1[C:20]([CH2:2][C:1](=[O:3])[C:4]1[CH:9]=[CH:8][CH:7]=[CH:6][CH:5]=1)=[O:22], predict the reactants needed to synthesize it. (4) Given the product [OH:21][CH:20]([C:2]1[CH:7]=[CH:6][N:5]=[CH:4][C:3]=1[CH2:8][OH:9])[C:19]1[CH:18]=[C:17]([CH:24]=[CH:23][CH:22]=1)[C:15]#[N:16], predict the reactants needed to synthesize it. The reactants are: Br[C:2]1[CH:7]=[CH:6][N:5]=[CH:4][C:3]=1[CH2:8][OH:9].C([Li])CCC.[C:15]([C:17]1[CH:18]=[C:19]([CH:22]=[CH:23][CH:24]=1)[CH:20]=[O:21])#[N:16]. (5) Given the product [Cl:7][C:8]1[CH:9]=[C:10]([NH:14][C:15]2[N:20]=[C:19]([C:21]3[CH:26]=[CH:25][N:24]=[C:23]([N:27]([CH2:28][CH3:29])[CH2:31][O:32][CH3:33])[CH:22]=3)[CH:18]=[CH:17][N:16]=2)[CH:11]=[CH:12][CH:13]=1, predict the reactants needed to synthesize it. The reactants are: CC(C)([O-])C.[K+].[Cl:7][C:8]1[CH:9]=[C:10]([NH:14][C:15]2[N:20]=[C:19]([C:21]3[CH:26]=[CH:25][N:24]=[C:23]([NH:27][CH2:28][CH3:29])[CH:22]=3)[CH:18]=[CH:17][N:16]=2)[CH:11]=[CH:12][CH:13]=1.Cl[CH2:31][O:32][CH3:33]. (6) Given the product [OH:12][C@@H:10]([CH3:11])[CH2:9][N:8]([CH2:1][C:2]1[CH:7]=[CH:6][CH:5]=[CH:4][CH:3]=1)[CH2:22][CH2:21][O:20][CH2:13][C:14]1[CH:19]=[CH:18][CH:17]=[CH:16][CH:15]=1, predict the reactants needed to synthesize it. The reactants are: [CH2:1]([NH:8][CH2:9][C@@H:10]([OH:12])[CH3:11])[C:2]1[CH:7]=[CH:6][CH:5]=[CH:4][CH:3]=1.[CH2:13]([O:20][CH2:21][CH2:22]Br)[C:14]1[CH:19]=[CH:18][CH:17]=[CH:16][CH:15]=1.C(=O)([O-])[O-].[K+].[K+]. (7) Given the product [N:23]([CH:8]([C:5]1[N:4]=[CH:3][C:2]([F:1])=[CH:7][N:6]=1)[CH3:9])=[N+:24]=[N-:25], predict the reactants needed to synthesize it. The reactants are: [F:1][C:2]1[CH:3]=[N:4][C:5]([CH:8](O)[CH3:9])=[N:6][CH:7]=1.C(N(CC)CC)C.CS(Cl)(=O)=O.[N-:23]=[N+:24]=[N-:25].[Na+].